Task: Predict the product of the given reaction.. Dataset: Forward reaction prediction with 1.9M reactions from USPTO patents (1976-2016) (1) Given the reactants [Cl:1][C:2]1[CH:3]=[C:4]([CH:24]=[CH:25][C:26]=1[F:27])[CH2:5][N:6]1[CH2:15][CH2:14][C:13]2[C:12]([C:16]([N:18]([CH3:20])[CH3:19])=[O:17])=[N:11][C:10]([OH:21])=[C:9]([OH:22])[C:8]=2[C:7]1=[O:23].[CH3:28][O-].C[O-].[Mg+2].CI.Cl.S(=O)(O)[O-].[Na+], predict the reaction product. The product is: [Cl:1][C:2]1[CH:3]=[C:4]([CH:24]=[CH:25][C:26]=1[F:27])[CH2:5][N:6]1[CH2:15][CH2:14][C:13]2[C:8](=[C:9]([OH:22])[C:10](=[O:21])[N:11]([CH3:28])[C:12]=2[C:16]([N:18]([CH3:20])[CH3:19])=[O:17])[C:7]1=[O:23]. (2) Given the reactants Cl.[CH2:2]([O:4][C:5]1[CH:23]=[C:22]([F:24])[C:8]([CH2:9][N:10]2[C:18]3[C:13](=[CH:14][CH:15]=[CH:16][CH:17]=3)[C:12]([C:19](=[NH:21])[NH2:20])=[N:11]2)=[C:7]([F:25])[CH:6]=1)[CH3:3].[Si]([O:33][CH:34]([C:37]#[N:38])[C:35]#[N:36])(C(C)(C)C)(C)C.CC([O-])(C)C.[K+], predict the reaction product. The product is: [NH2:36][C:35]1[C:34]([OH:33])=[C:37]([NH2:38])[N:20]=[C:19]([C:12]2[C:13]3[C:18](=[CH:17][CH:16]=[CH:15][CH:14]=3)[N:10]([CH2:9][C:8]3[C:7]([F:25])=[CH:6][C:5]([O:4][CH2:2][CH3:3])=[CH:23][C:22]=3[F:24])[N:11]=2)[N:21]=1. (3) Given the reactants [SH:1][C:2]1[N:7]=[C:6]2[CH2:8][CH2:9][CH2:10][CH2:11][CH2:12][C:5]2=[C:4]([C:13]2[S:14][CH:15]=[CH:16][CH:17]=2)[C:3]=1[C:18]#[N:19].Br[CH2:21][C:22]([O:24][C:25]([CH3:28])([CH3:27])[CH3:26])=[O:23].C(N(CC)CC)C.C[O-].[Na+], predict the reaction product. The product is: [NH2:19][C:18]1[C:3]2[C:4]([C:13]3[S:14][CH:15]=[CH:16][CH:17]=3)=[C:5]3[CH2:12][CH2:11][CH2:10][CH2:9][CH2:8][C:6]3=[N:7][C:2]=2[S:1][C:21]=1[C:22]([O:24][C:25]([CH3:28])([CH3:27])[CH3:26])=[O:23]. (4) Given the reactants [Cl:1][C:2]1[C:11]2[C:6](=[CH:7][CH:8]=[C:9]([O:12][CH3:13])[N:10]=2)[N:5]=[CH:4][C:3]=1[NH2:14].[H+].[B-:16]([F:20])([F:19])([F:18])[F:17].[N:21]([O-])=O.[Na+], predict the reaction product. The product is: [F:17][B-:16]([F:20])([F:19])[F:18].[Cl:1][C:2]1[C:11]2[C:6](=[CH:7][CH:8]=[C:9]([O:12][CH3:13])[N:10]=2)[N:5]=[CH:4][C:3]=1[N+:14]#[N:21]. (5) Given the reactants [CH2:1]([S:4](Cl)(=[O:6])=[O:5])[CH2:2]C.[CH2:8]([O:15][C@H:16]1[CH2:20][CH2:19][CH2:18][C@@H:17]1[NH2:21])[C:9]1[CH:14]=[CH:13][CH:12]=[CH:11][CH:10]=1.[CH2:22]1CCN2C(=NCCC2)CC1, predict the reaction product. The product is: [CH3:22][CH:1]([S:4]([NH:21][CH:17]1[CH2:18][CH2:19][CH2:20][CH:16]1[O:15][CH2:8][C:9]1[CH:14]=[CH:13][CH:12]=[CH:11][CH:10]=1)(=[O:5])=[O:6])[CH3:2]. (6) Given the reactants Br[C:2]1[CH:3]=[C:4]2[C:9](=[CH:10][CH:11]=1)[N:8]=[N:7][CH:6]=[C:5]2[NH:12][CH2:13][C:14]1[CH:19]=[CH:18][C:17]([O:20][CH3:21])=[CH:16][CH:15]=1.[Li+].C[Si]([N-][Si](C)(C)C)(C)C.[Li]CCCC.[Cl:37][C:38]1[CH:43]=[CH:42][C:41]([C:44]([C:46]2[CH:51]=[CH:50][C:49]([Cl:52])=[CH:48][CH:47]=2)=[O:45])=[CH:40][CH:39]=1, predict the reaction product. The product is: [Cl:37][C:38]1[CH:43]=[CH:42][C:41]([C:44]([C:46]2[CH:51]=[CH:50][C:49]([Cl:52])=[CH:48][CH:47]=2)([C:2]2[CH:3]=[C:4]3[C:9](=[CH:10][CH:11]=2)[N:8]=[N:7][CH:6]=[C:5]3[NH:12][CH2:13][C:14]2[CH:19]=[CH:18][C:17]([O:20][CH3:21])=[CH:16][CH:15]=2)[OH:45])=[CH:40][CH:39]=1. (7) The product is: [Cl:1][C:2]1[N:7]=[C:6]([C:8]2[C:13]([F:14])=[CH:12][CH:11]=[CH:10][N:9]=2)[C:5]([S:61][CH2:62][CH2:63][C:64]([O:66][CH2:67][CH3:68])=[O:65])=[CH:4][CH:3]=1. Given the reactants [Cl:1][C:2]1[N:7]=[C:6]([C:8]2[C:13]([F:14])=[CH:12][CH:11]=[CH:10][N:9]=2)[C:5](I)=[CH:4][CH:3]=1.C(=O)([O-])[O-].[K+].[K+].O(C1C=CC=CC=1P(C1C=CC=CC=1)C1C=CC=CC=1)C1C=CC=CC=1P(C1C=CC=CC=1)C1C=CC=CC=1.[SH:61][CH2:62][CH2:63][C:64]([O:66][CH2:67][CH3:68])=[O:65], predict the reaction product. (8) Given the reactants [C:1]([O:5][C:6](=[O:33])[NH:7][CH2:8][CH2:9][CH2:10][C:11]#[C:12][C:13]1[CH:18]=[C:17]([C:19](=[O:31])[NH:20][C:21]2[CH:26]=[CH:25][C:24]([O:27][CH3:28])=[C:23]([O:29][CH3:30])[CH:22]=2)[CH:16]=[CH:15][C:14]=1[NH2:32])([CH3:4])([CH3:3])[CH3:2], predict the reaction product. The product is: [CH3:30][O:29][C:23]1[CH:22]=[C:21]([NH:20][C:19]([C:17]2[CH:18]=[C:13]3[C:14](=[CH:15][CH:16]=2)[NH:32][C:11]([CH2:10][CH2:9][CH2:8][NH:7][C:6](=[O:33])[O:5][C:1]([CH3:4])([CH3:2])[CH3:3])=[CH:12]3)=[O:31])[CH:26]=[CH:25][C:24]=1[O:27][CH3:28]. (9) The product is: [C:1]([O:5][C:6]([NH:8][C@@H:9]([CH2:10][CH:11]([CH3:13])[CH3:12])[C:14]([O-:16])=[O:15])=[O:7])([CH3:4])([CH3:3])[CH3:2].[Cs+:21]. Given the reactants [C:1]([O:5][C:6]([NH:8][C@H:9]([C:14]([OH:16])=[O:15])[CH2:10][CH:11]([CH3:13])[CH3:12])=[O:7])([CH3:4])([CH3:3])[CH3:2].C(=O)([O-])[O-].[Cs+:21].[Cs+], predict the reaction product. (10) Given the reactants [C:1]([Si:5]([CH3:17])([CH3:16])[O:6][C:7]1[CH:12]=[CH:11][C:10]([NH:13][CH3:14])=[C:9]([CH3:15])[CH:8]=1)([CH3:4])([CH3:3])[CH3:2].[CH3:18][O:19][C:20](=[O:30])[C:21]1[CH:26]=[CH:25][C:24]([CH:27]=O)=[CH:23][C:22]=1[CH3:29].C(O)(=O)C.C(O[BH-](OC(=O)C)OC(=O)C)(=O)C.[Na+], predict the reaction product. The product is: [CH3:18][O:19][C:20](=[O:30])[C:21]1[CH:26]=[CH:25][C:24]([CH2:27][N:13]([C:10]2[CH:11]=[CH:12][C:7]([O:6][Si:5]([C:1]([CH3:3])([CH3:2])[CH3:4])([CH3:17])[CH3:16])=[CH:8][C:9]=2[CH3:15])[CH3:14])=[CH:23][C:22]=1[CH3:29].